This data is from Reaction yield outcomes from USPTO patents with 853,638 reactions. The task is: Predict the reaction yield, written as a fraction of the theoretical maximum amount of product (1.0 means a 100% yield; for example, 0.34 means a 34% yield). (1) The yield is 0.910. The reactants are C[O:2][C:3](=[O:14])[CH2:4][CH2:5][CH2:6][CH2:7][CH2:8][CH2:9][CH2:10][CH:11]=[CH:12][I:13].[Li+].[OH-].Cl. The product is [I:13][CH:12]=[CH:11][CH2:10][CH2:9][CH2:8][CH2:7][CH2:6][CH2:5][CH2:4][C:3]([OH:14])=[O:2]. The catalyst is C1COCC1.O.CCOCC. (2) The yield is 0.590. The catalyst is [Cl-].[Na+].O. The reactants are C(OC([O:11][C:12]1[N:13]([C:22]([O:24][CH2:25][C:26]2[CH:31]=[CH:30][CH:29]=[CH:28][CH:27]=2)=[O:23])[C:14]2[C:19]([CH:20]=1)=[CH:18][C:17]([Cl:21])=[CH:16][CH:15]=2)=O)C1C=CC=CC=1.N.O1CCOCC1. The product is [Cl:21][C:17]1[CH:18]=[C:19]2[C:14](=[CH:15][CH:16]=1)[N:13]([C:22]([O:24][CH2:25][C:26]1[CH:27]=[CH:28][CH:29]=[CH:30][CH:31]=1)=[O:23])[C:12](=[O:11])[CH2:20]2.